Dataset: TCR-epitope binding with 47,182 pairs between 192 epitopes and 23,139 TCRs. Task: Binary Classification. Given a T-cell receptor sequence (or CDR3 region) and an epitope sequence, predict whether binding occurs between them. (1) The epitope is KLWAQCVQL. The TCR CDR3 sequence is CASSLWTGGFYGYTF. Result: 1 (the TCR binds to the epitope). (2) The epitope is KRWIILGLNK. The TCR CDR3 sequence is CSAREEARGYGYTF. Result: 1 (the TCR binds to the epitope). (3) The epitope is KLPDDFTGCV. The TCR CDR3 sequence is CASSQDTVSSYNSPLHF. Result: 1 (the TCR binds to the epitope). (4) The epitope is LLDFVRFMGV. The TCR CDR3 sequence is CASSLWSLAGPQEETQYF. Result: 0 (the TCR does not bind to the epitope). (5) The epitope is GTSGSPIIDK. The TCR CDR3 sequence is CASSWGRIYGYTF. Result: 0 (the TCR does not bind to the epitope). (6) The epitope is GTSGSPIINR. The TCR CDR3 sequence is CASSYSAGGRVNEQFF. Result: 0 (the TCR does not bind to the epitope).